Dataset: Full USPTO retrosynthesis dataset with 1.9M reactions from patents (1976-2016). Task: Predict the reactants needed to synthesize the given product. (1) Given the product [CH3:1][O:2][C:3]1[CH:4]=[C:5]([C:13]2[CH:21]=[CH:20][CH:19]=[C:18]3[C:14]=2[CH2:15][CH:16]([CH2:24][C:25]2[CH:34]=[CH:33][C:28]([C:29]([O:31][CH3:32])=[O:30])=[CH:27][CH:26]=2)[C:17]3=[O:22])[CH:6]=[C:7]([C:9]([F:11])([F:10])[F:12])[CH:8]=1, predict the reactants needed to synthesize it. The reactants are: [CH3:1][O:2][C:3]1[CH:4]=[C:5]([C:13]2[CH:21]=[CH:20][CH:19]=[C:18]3[C:14]=2[CH2:15][CH2:16][C:17]3=[O:22])[CH:6]=[C:7]([C:9]([F:12])([F:11])[F:10])[CH:8]=1.Br[CH2:24][C:25]1[CH:34]=[CH:33][C:28]([C:29]([O:31][CH3:32])=[O:30])=[CH:27][CH:26]=1.C([O-])(=O)C1C=CC=CC=1. (2) Given the product [Cl:52][C:49]1[CH:48]=[CH:47][C:46]([C@@H:39]([CH:40]2[CH2:41][CH2:42][O:43][CH2:44][CH2:45]2)[C@H:2]([NH:1][C:53]([O:62][CH3:63])=[O:54])[C:3]([NH:5][C:6]2[CH:37]=[CH:36][CH:35]=[C:34]([F:38])[C:7]=2[CH2:8][CH2:9][C@@H:10]2[N:15]([S:16]([C:19]3[CH:24]=[CH:23][C:22]([F:25])=[CH:21][CH:20]=3)(=[O:18])=[O:17])[C@H:14]([CH3:26])[CH2:13][N:12]([C:27]([O:29][C:30]([CH3:32])([CH3:33])[CH3:31])=[O:28])[CH2:11]2)=[O:4])=[CH:51][CH:50]=1, predict the reactants needed to synthesize it. The reactants are: [NH2:1][C@@H:2]([C@@H:39]([C:46]1[CH:51]=[CH:50][C:49]([Cl:52])=[CH:48][CH:47]=1)[CH:40]1[CH2:45][CH2:44][O:43][CH2:42][CH2:41]1)[C:3]([NH:5][C:6]1[CH:37]=[CH:36][CH:35]=[C:34]([F:38])[C:7]=1[CH2:8][CH2:9][C@@H:10]1[N:15]([S:16]([C:19]2[CH:24]=[CH:23][C:22]([F:25])=[CH:21][CH:20]=2)(=[O:18])=[O:17])[C@H:14]([CH3:26])[CH2:13][N:12]([C:27]([O:29][C:30]([CH3:33])([CH3:32])[CH3:31])=[O:28])[CH2:11]1)=[O:4].[C:53](=O)([O:62][CH3:63])[O:54]N1C(=O)CCC1=O.